This data is from Catalyst prediction with 721,799 reactions and 888 catalyst types from USPTO. The task is: Predict which catalyst facilitates the given reaction. (1) Reactant: [CH3:1][CH:2]([CH3:18])[C@H:3]([NH:8][C:9]([N:11]([CH3:17])[CH2:12][CH2:13][CH2:14][CH:15]=[CH2:16])=[O:10])[C:4]([O:6]C)=[O:5].[Li+].[OH-]. Product: [CH3:1][CH:2]([CH3:18])[C@H:3]([NH:8][C:9]([N:11]([CH3:17])[CH2:12][CH2:13][CH2:14][CH:15]=[CH2:16])=[O:10])[C:4]([OH:6])=[O:5]. The catalyst class is: 1. (2) Reactant: ClC(Cl)(Cl)C(Cl)(Cl)Cl.[F:9][C:10]1[CH:11]=[C:12]([CH3:26])[C:13]([NH:16][NH:17][C:18]([C@@H:20]2[CH2:24][CH2:23][CH2:22][N:21]2[CH3:25])=O)=[N:14][CH:15]=1.C(N(CC)CC)C.C1(P(C2C=CC=CC=2)C2C=CC=CC=2)C=CC=CC=1. The catalyst class is: 1. Product: [F:9][C:10]1[CH:11]=[C:12]([CH3:26])[C:13]2[N:14]([C:18]([C@@H:20]3[CH2:24][CH2:23][CH2:22][N:21]3[CH3:25])=[N:17][N:16]=2)[CH:15]=1. (3) Reactant: CS(C)=O.CC1CNCCN1.[CH3:12][CH:13]1[NH:18][CH2:17][CH2:16][N:15]([C:19]2[C:24]([O:25][CH3:26])=[C:23]3[N:27]([CH:35]4[CH2:37][CH2:36]4)[CH:28]=[C:29]([C:32]([OH:34])=[O:33])[C:30](=[O:31])[C:22]3=[CH:21][C:20]=2[F:38])[CH2:14]1.Cl. Product: [CH3:12][CH:13]1[NH:18][CH2:17][CH2:16][N:15]([C:19]2[C:24]([O:25][CH3:26])=[C:23]3[N:27]([CH:35]4[CH2:37][CH2:36]4)[CH:28]=[C:29]([C:32]([OH:34])=[O:33])[C:30](=[O:31])[C:22]3=[CH:21][C:20]=2[F:38])[CH2:14]1. The catalyst class is: 6. (4) The catalyst class is: 6. Reactant: [NH2:1][CH:2]([CH2:6][SH:7])[C:3]([OH:5])=[O:4].[C:8]([OH:12])(=O)[CH:9]=[CH2:10].C=O.C(C=C)=O. Product: [CH:3](=[O:4])[C:2]1[O:12][CH:8]=[CH:9][CH:10]=1.[NH2:1][CH:2]([CH2:6][SH:7])[C:3]([OH:5])=[O:4]. (5) Reactant: [CH3:1][C:2]1[C:6]2[CH:7]=[CH:8][CH:9]=[CH:10][C:5]=2[S:4][CH:3]=1.[C:11](Cl)(=[O:16])[CH2:12][CH:13]([CH3:15])[CH3:14].[N+](C)([O-])=O.[Cl-].[Al+3].[Cl-].[Cl-]. Product: [CH3:14][CH:13]([CH3:15])[CH2:12][C:11]([C:3]1[S:4][C:5]2[CH:10]=[CH:9][CH:8]=[CH:7][C:6]=2[C:2]=1[CH3:1])=[O:16]. The catalyst class is: 6. (6) Reactant: [CH3:1][N:2]([CH3:16])[C:3]1[S:4][C@H:5]2[O:11][C@H:10]([CH2:12][OH:13])[C@@H:9]([OH:14])[C@H:8]([OH:15])[C@H:6]2[N:7]=1.CCN(CC)CC.[C:24]([Si:28](Cl)([CH3:30])[CH3:29])([CH3:27])([CH3:26])[CH3:25]. Product: [Si:28]([O:13][CH2:12][C@H:10]1[O:11][C@H:5]2[C@H:6]([N:7]=[C:3]([N:2]([CH3:16])[CH3:1])[S:4]2)[C@@H:8]([OH:15])[C@@H:9]1[OH:14])([C:24]([CH3:27])([CH3:26])[CH3:25])([CH3:30])[CH3:29]. The catalyst class is: 241. (7) Reactant: [NH2:1][C:2]1[CH:18]=[CH:17][C:5]([O:6][C:7]2[CH:12]=[CH:11][N:10]=[C:9]([C:13]([NH:15][CH3:16])=[O:14])[CH:8]=2)=[CH:4][CH:3]=1.[Cl:19][C:20]1[CH:25]=[CH:24][C:23]([N:26]=[C:27]=[O:28])=[CH:22][C:21]=1[C:29]([F:32])([F:31])[F:30]. Product: [CH3:16][NH:15][C:13]([C:9]1[CH:8]=[C:7]([O:6][C:5]2[CH:17]=[CH:18][C:2]([NH:1][C:27]([NH:26][C:23]3[CH:24]=[CH:25][C:20]([Cl:19])=[C:21]([C:29]([F:31])([F:30])[F:32])[CH:22]=3)=[O:28])=[CH:3][CH:4]=2)[CH:12]=[CH:11][N:10]=1)=[O:14]. The catalyst class is: 13. (8) Reactant: [H-].[Na+].[OH:3][CH2:4][CH2:5][C:6]#[N:7].[CH2:8](Br)[C:9]1[CH:14]=[CH:13][CH:12]=[CH:11][CH:10]=1.CN(C)C=O. Product: [CH2:8]([O:3][CH2:4][CH2:5][C:6]#[N:7])[C:9]1[CH:14]=[CH:13][CH:12]=[CH:11][CH:10]=1. The catalyst class is: 7. (9) Reactant: [C:1]([N:4]1[C:13]2[C:8](=[CH:9][C:10]([C:14]3[CH:19]=[CH:18][C:17]([CH:20]=O)=[CH:16][CH:15]=3)=[CH:11][CH:12]=2)[CH:7]([NH:22][CH:23]=[O:24])[CH2:6][CH:5]1[CH3:25])(=[O:3])[CH3:2].[NH:26]1[CH2:31][CH2:30][CH2:29][CH2:28][CH2:27]1.C(O)(=O)C.C([O-])(O)=O.[Na+]. Product: [C:1]([N:4]1[C:13]2[C:8](=[CH:9][C:10]([C:14]3[CH:15]=[CH:16][C:17]([CH2:20][N:26]4[CH2:31][CH2:30][CH2:29][CH2:28][CH2:27]4)=[CH:18][CH:19]=3)=[CH:11][CH:12]=2)[C@H:7]([NH:22][CH:23]=[O:24])[CH2:6][C@@H:5]1[CH3:25])(=[O:3])[CH3:2]. The catalyst class is: 68.